From a dataset of Peptide-MHC class II binding affinity with 134,281 pairs from IEDB. Regression. Given a peptide amino acid sequence and an MHC pseudo amino acid sequence, predict their binding affinity value. This is MHC class II binding data. (1) The peptide sequence is FDRLETLILLRAFTE. The MHC is DRB1_0301 with pseudo-sequence DRB1_0301. The binding affinity (normalized) is 0.397. (2) The peptide sequence is KGDEQKLRSAGELEL. The MHC is DRB1_1101 with pseudo-sequence DRB1_1101. The binding affinity (normalized) is 0.